Task: Predict the reactants needed to synthesize the given product.. Dataset: Full USPTO retrosynthesis dataset with 1.9M reactions from patents (1976-2016) (1) Given the product [F:49][C:45]1[CH:44]=[C:43]([S:40]([CH2:39][C:36]2[C:31]([C:32]([O:34][CH3:35])=[O:33])=[C:30]([O:50][CH3:51])[C:29]([C:23]3[CH:27]=[CH:26][O:25][CH:24]=3)=[CH:38][CH:37]=2)(=[O:42])=[O:41])[CH:48]=[CH:47][CH:46]=1, predict the reactants needed to synthesize it. The reactants are: C1(S(CC2C(C(OCC)=O)=C(O)C([C:23]3[CH:27]=[CH:26][O:25][CH:24]=3)=CC=2)(=O)=O)C=CC=CC=1.Br[C:29]1[C:30]([O:50][CH3:51])=[C:31]([C:36]([CH2:39][S:40]([C:43]2[CH:48]=[CH:47][CH:46]=[C:45]([F:49])[CH:44]=2)(=[O:42])=[O:41])=[CH:37][CH:38]=1)[C:32]([O:34][CH3:35])=[O:33].O1C=CC(B(O)O)=C1. (2) Given the product [CH3:18][C@@H:19]1[NH:20][CH2:21][CH2:22][N:23]([C:2]2[CH:7]=[CH:6][C:5]([S:8]([NH:11][C:12]3[CH:17]=[CH:16][N:15]=[CH:14][N:13]=3)(=[O:10])=[O:9])=[CH:4][CH:3]=2)[CH2:24]1, predict the reactants needed to synthesize it. The reactants are: Br[C:2]1[CH:7]=[CH:6][C:5]([S:8]([NH:11][C:12]2[CH:17]=[CH:16][N:15]=[CH:14][N:13]=2)(=[O:10])=[O:9])=[CH:4][CH:3]=1.[CH3:18][C@H:19]1[CH2:24][NH:23][CH2:22][CH2:21][NH:20]1.C(P(C(C)(C)C)C1C=CC=CC=1C1C=CC=CC=1)(C)(C)C.O(C(C)(C)C)[Na]. (3) The reactants are: [OH-:1].[Na+].ClC(Cl)(Cl)[C:5]1[CH:10]=[CH:9][N:8]2[C:11]3[CH:17]=[CH:16][CH:15]=[CH:14][C:12]=3[N:13]=[C:7]2[N:6]=1. Given the product [OH:1][C:5]1[CH:10]=[CH:9][N:8]2[C:11]3[CH:17]=[CH:16][CH:15]=[CH:14][C:12]=3[N:13]=[C:7]2[N:6]=1, predict the reactants needed to synthesize it. (4) Given the product [Cl:1][C:2]1[CH:3]=[C:4]([CH:5]([OH:9])[C:6]([NH:14][C@@H:15]2[CH2:20][CH2:19][CH2:18][CH2:17][C@H:16]2[C:21]2[CH:26]=[CH:25][C:24]([OH:27])=[C:23]([O:28][CH3:29])[CH:22]=2)=[O:8])[CH:10]=[CH:11][C:12]=1[Cl:13], predict the reactants needed to synthesize it. The reactants are: [Cl:1][C:2]1[CH:3]=[C:4]([CH:10]=[CH:11][C:12]=1[Cl:13])[CH:5]([OH:9])[C:6]([OH:8])=O.[NH2:14][C@@H:15]1[CH2:20][CH2:19][CH2:18][CH2:17][C@H:16]1[C:21]1[CH:26]=[CH:25][C:24]([OH:27])=[C:23]([O:28][CH3:29])[CH:22]=1.C(N(CC)C(C)C)(C)C.F[P-](F)(F)(F)(F)F.N1(O[P+](N(C)C)(N(C)C)N(C)C)C2C=CC=CC=2N=N1.[Cl-].[Na+]. (5) Given the product [CH3:27][CH:26]([N:28]1[CH2:29][CH2:30][CH:31]([O:34][C:35]2[CH:40]=[CH:39][C:38]([CH:41]3[CH2:46][CH2:45][N:44]([C:9]([C:6]4[CH:5]=[CH:4][C:3]([C:2]([F:1])([F:13])[F:12])=[N:8][CH:7]=4)=[O:11])[CH2:43][CH2:42]3)=[CH:37][CH:36]=2)[CH2:32][CH2:33]1)[CH3:25], predict the reactants needed to synthesize it. The reactants are: [F:1][C:2]([F:13])([F:12])[C:3]1[N:8]=[CH:7][C:6]([C:9]([OH:11])=O)=[CH:5][CH:4]=1.O.ON1C2C=CC=CC=2N=N1.[CH3:25][CH:26]([N:28]1[CH2:33][CH2:32][CH:31]([O:34][C:35]2[CH:40]=[CH:39][C:38]([CH:41]3[CH2:46][CH2:45][NH:44][CH2:43][CH2:42]3)=[CH:37][CH:36]=2)[CH2:30][CH2:29]1)[CH3:27].